This data is from Forward reaction prediction with 1.9M reactions from USPTO patents (1976-2016). The task is: Predict the product of the given reaction. (1) Given the reactants [NH2:1][C:2]1[CH:7]=[C:6]([O:8][C:9]2[CH:10]=[CH:11][C:12]([NH:15][C:16]([C:18]3[C:19](=[O:33])[N:20]([C:27]4[CH:32]=[CH:31][CH:30]=[CH:29][CH:28]=4)[N:21]4[CH2:26][CH2:25][CH2:24][CH2:23][C:22]=34)=[O:17])=[N:13][CH:14]=2)[CH:5]=[CH:4][N:3]=1.CCN(CC)CC.[C:41](OC(=O)C)(=[O:43])[CH3:42], predict the reaction product. The product is: [C:41]([NH:1][C:2]1[CH:7]=[C:6]([O:8][C:9]2[CH:10]=[CH:11][C:12]([NH:15][C:16]([C:18]3[C:19](=[O:33])[N:20]([C:27]4[CH:28]=[CH:29][CH:30]=[CH:31][CH:32]=4)[N:21]4[CH2:26][CH2:25][CH2:24][CH2:23][C:22]=34)=[O:17])=[N:13][CH:14]=2)[CH:5]=[CH:4][N:3]=1)(=[O:43])[CH3:42]. (2) Given the reactants [NH2:1][C:2]1[C:7]([F:8])=[CH:6][N:5]([CH:9]2[CH2:13][CH2:12][CH:11]([O:14]C(=O)C3C=CC([N+]([O-])=O)=CC=3)[CH2:10]2)[C:4](=[O:26])[N:3]=1.C[O-].[Na+], predict the reaction product. The product is: [NH2:1][C:2]1[C:7]([F:8])=[CH:6][N:5]([CH:9]2[CH2:13][CH2:12][CH:11]([OH:14])[CH2:10]2)[C:4](=[O:26])[N:3]=1. (3) Given the reactants [N+:1]([C:4]1[CH:9]=[CH:8][C:7]([C@@H:10]([CH3:14])[C:11]([NH2:13])=[O:12])=[CH:6][CH:5]=1)([O-])=O.C([O-])=O.[NH4+], predict the reaction product. The product is: [NH2:1][C:4]1[CH:5]=[CH:6][C:7]([C@@H:10]([CH3:14])[C:11]([NH2:13])=[O:12])=[CH:8][CH:9]=1. (4) Given the reactants [C:1]([C:3]1[CH:12]=[CH:11][C:6]([C:7](=O)[CH2:8]Br)=[CH:5][CH:4]=1)#[N:2].[NH2:13][C:14]([NH2:16])=[S:15].C(=O)(O)[O-].[Na+], predict the reaction product. The product is: [NH2:16][C:14]1[S:15][CH:8]=[C:7]([C:6]2[CH:11]=[CH:12][C:3]([C:1]#[N:2])=[CH:4][CH:5]=2)[N:13]=1.